Task: Regression/Classification. Given a drug SMILES string, predict its toxicity properties. Task type varies by dataset: regression for continuous values (e.g., LD50, hERG inhibition percentage) or binary classification for toxic/non-toxic outcomes (e.g., AMES mutagenicity, cardiotoxicity, hepatotoxicity). Dataset: herg_karim.. Dataset: hERG potassium channel inhibition data for cardiac toxicity prediction from Karim et al. (1) The drug is COc1ccc(C[C@@H]2c3cc(Oc4cc(C[C@@H]5c6cc(OC)c(OC)cc6CCN5C)ccc4O)c(OC)cc3CCN2C)cc1. The result is 1 (blocker). (2) The molecule is O=C(CNc1ncnc2ccc(C(F)(F)F)cc12)NC1CN([C@H]2CC[C@@H](c3ccc(O)cn3)CC2)C1. The result is 0 (non-blocker). (3) The compound is CC(C)(CO)[C@@H](O)C(=O)NCCC(=O)O. The result is 0 (non-blocker). (4) The result is 1 (blocker). The molecule is CCCOCCn1c(=O)c(N2CCN(C[C@H](C)O)CC2)nc2cnc(-c3ccc(OC)nc3)cc21.